This data is from Full USPTO retrosynthesis dataset with 1.9M reactions from patents (1976-2016). The task is: Predict the reactants needed to synthesize the given product. (1) The reactants are: [C:1]([C:5]1[CH:12]=[CH:11][C:8]([CH2:9][NH2:10])=[CH:7][CH:6]=1)([CH3:4])([CH3:3])[CH3:2].[CH3:13][C:14]1[O:18][C:17]([CH:19]([CH3:23])[CH2:20][CH:21]=O)=[CH:16][CH:15]=1.[BH4-].[Na+]. Given the product [C:1]([C:5]1[CH:6]=[CH:7][C:8]([CH2:9][NH:10][CH2:21][CH2:20][CH:19]([C:17]2[O:18][C:14]([CH3:13])=[CH:15][CH:16]=2)[CH3:23])=[CH:11][CH:12]=1)([CH3:4])([CH3:2])[CH3:3], predict the reactants needed to synthesize it. (2) Given the product [C:4]1([CH2:3][C@H:2]([N:10]([CH2:11][C:12]#[CH:13])[CH2:18][CH2:17][OH:19])[CH3:1])[CH:9]=[CH:8][CH:7]=[CH:6][CH:5]=1, predict the reactants needed to synthesize it. The reactants are: [CH3:1][CH:2]([NH:10][CH2:11][C:12]#[CH:13])[CH2:3][C:4]1[CH:9]=[CH:8][CH:7]=[CH:6][CH:5]=1.[OH-].[Na+].Br[CH:17]([OH:19])[CH3:18]. (3) Given the product [CH2:9]([C:10]1[C:26]([C:23]2[CH:22]=[CH:21][CH:20]=[CH:25][CH:24]=2)=[C:27]2[C:13](=[C:12]([C:55]3[CH:56]=[CH:57][CH:58]=[CH:59][CH:60]=3)[C:11]=1[CH2:1][CH2:2][CH2:3][CH2:4][CH2:5][CH2:6][CH2:7][CH3:8])[C:14]1=[C:33]3[C:28]2=[CH:29][CH:30]=[CH:19][C:18]3=[CH:17][CH:16]=[CH:15]1)[CH2:8][CH2:7][CH2:6][CH2:5][CH2:4][CH2:3][CH2:2][CH3:1], predict the reactants needed to synthesize it. The reactants are: [CH3:1][CH2:2][CH2:3][CH2:4][CH2:5][CH2:6][CH2:7][CH2:8][C:9]#[C:10][CH2:11][CH2:12][CH2:13][CH2:14][CH2:15][CH2:16][CH2:17][CH2:18][CH3:19].[CH:20]1[CH:25]=[CH:24][C:23]([C:26]2C(=O)C(C3C=CC=CC=3)=C3[C:27]=2[C:28]2[C:33]4C3=CC=CC=4C=[CH:30][CH:29]=2)=[CH:22][CH:21]=1.[C:55]1(O[C:55]2[CH:60]=[CH:59][CH:58]=[CH:57][CH:56]=2)[CH:60]=[CH:59][CH:58]=[CH:57][CH:56]=1.